From a dataset of Peptide-MHC class II binding affinity with 134,281 pairs from IEDB. Regression. Given a peptide amino acid sequence and an MHC pseudo amino acid sequence, predict their binding affinity value. This is MHC class II binding data. (1) The peptide sequence is QYIKANAKFIGITE. The MHC is HLA-DQA10501-DQB10301 with pseudo-sequence HLA-DQA10501-DQB10301. The binding affinity (normalized) is 0.185. (2) The peptide sequence is KIDAAFKVAATAAAT. The MHC is HLA-DPA10201-DPB10101 with pseudo-sequence HLA-DPA10201-DPB10101. The binding affinity (normalized) is 0.292. (3) The peptide sequence is NKSAFQSSVASGFIG. The MHC is DRB1_0301 with pseudo-sequence DRB1_0301. The binding affinity (normalized) is 0.542.